Dataset: Reaction yield outcomes from USPTO patents with 853,638 reactions. Task: Predict the reaction yield, written as a fraction of the theoretical maximum amount of product (1.0 means a 100% yield; for example, 0.34 means a 34% yield). The reactants are [C:1]([NH:9][C:10]1[CH:42]=[CH:41][C:13]([O:14][C:15]2[C:24]3[C:19](=[CH:20][C:21]([O:27][CH2:28][CH2:29][C@H:30]([NH:34]C(C(C)(C)C)=O)[C:31]([OH:33])=[O:32])=[C:22]([O:25][CH3:26])[CH:23]=3)[N:18]=[CH:17][CH:16]=2)=[CH:12][CH:11]=1)(=[O:8])[C:2]1[CH:7]=[CH:6][CH:5]=[CH:4][CH:3]=1.C(O)(C(F)(F)F)=O. The yield is 0.900. The product is [NH2:34][C@@H:30]([CH2:29][CH2:28][O:27][C:21]1[CH:20]=[C:19]2[C:24]([C:15]([O:14][C:13]3[CH:41]=[CH:42][C:10]([NH:9][C:1](=[O:8])[C:2]4[CH:3]=[CH:4][CH:5]=[CH:6][CH:7]=4)=[CH:11][CH:12]=3)=[CH:16][CH:17]=[N:18]2)=[CH:23][C:22]=1[O:25][CH3:26])[C:31]([OH:33])=[O:32]. The catalyst is C(Cl)Cl.